This data is from Full USPTO retrosynthesis dataset with 1.9M reactions from patents (1976-2016). The task is: Predict the reactants needed to synthesize the given product. (1) Given the product [CH3:11][O:12][C:13](=[O:18])[C@@H:14]([CH3:17])[CH2:15][O:10][C:8]1[CH:7]=[CH:6][C:3]([C:4]#[N:5])=[C:2]([F:1])[CH:9]=1, predict the reactants needed to synthesize it. The reactants are: [F:1][C:2]1[CH:9]=[C:8]([OH:10])[CH:7]=[CH:6][C:3]=1[C:4]#[N:5].[CH3:11][O:12][C:13](=[O:18])[C@@H:14]([CH3:17])[CH2:15]O.C1(P(C2C=CC=CC=2)C2C=CC=CC=2)C=CC=CC=1.N(C(OCC)=O)=NC(OCC)=O. (2) The reactants are: Cl[C:2]1[N:7]=[C:6]([C:8]2[CH:13]=[C:12]([Cl:14])[CH:11]=[CH:10][C:9]=2[F:15])[N:5]=[C:4]2[O:16][N:17]=[C:18]([CH3:19])[C:3]=12.[CH3:20][O:21][C:22](=[O:30])[C:23]1[C:28]([NH2:29])=[CH:27][CH:26]=[N:25][CH:24]=1.C(=O)([O-])[O-].[Cs+].[Cs+]. Given the product [CH3:20][O:21][C:22](=[O:30])[C:23]1[C:28]([NH:29][C:2]2[N:7]=[C:6]([C:8]3[CH:13]=[C:12]([Cl:14])[CH:11]=[CH:10][C:9]=3[F:15])[N:5]=[C:4]3[O:16][N:17]=[C:18]([CH3:19])[C:3]=23)=[CH:27][CH:26]=[N:25][CH:24]=1, predict the reactants needed to synthesize it.